This data is from Forward reaction prediction with 1.9M reactions from USPTO patents (1976-2016). The task is: Predict the product of the given reaction. (1) Given the reactants Cl.Cl.[NH2:3][C:4]1[CH:5]=[C:6]([C:10]2[CH:18]=[CH:17][C:13]([C:14]([NH2:16])=[O:15])=[C:12]([O:19][C:20]3[CH:25]=[CH:24][C:23]([O:26][C:27]4[CH:32]=[CH:31][CH:30]=[CH:29][CH:28]=4)=[CH:22][CH:21]=3)[N:11]=2)[CH:7]=[CH:8][CH:9]=1.CCN(C(C)C)C(C)C.[C:42](Cl)(=[O:45])[CH:43]=[CH2:44], predict the reaction product. The product is: [C:42]([NH:3][C:4]1[CH:5]=[C:6]([C:10]2[CH:18]=[CH:17][C:13]([C:14]([NH2:16])=[O:15])=[C:12]([O:19][C:20]3[CH:25]=[CH:24][C:23]([O:26][C:27]4[CH:32]=[CH:31][CH:30]=[CH:29][CH:28]=4)=[CH:22][CH:21]=3)[N:11]=2)[CH:7]=[CH:8][CH:9]=1)(=[O:45])[CH:43]=[CH2:44]. (2) Given the reactants [Br:1][C:2]1[CH:3]=[C:4]2[C:9](=[CH:10][CH:11]=1)[C:8](Cl)=[N:7][N:6]=[CH:5]2.[CH3:13][CH:14]1[CH2:18][CH2:17][CH2:16][NH:15]1, predict the reaction product. The product is: [Br:1][C:2]1[CH:3]=[C:4]2[C:9](=[CH:10][CH:11]=1)[C:8]([N:15]1[CH2:16][CH2:17][CH2:18][CH:14]1[CH3:13])=[N:7][N:6]=[CH:5]2. (3) Given the reactants Cl.[CH3:2][N:3]([CH3:32])[C:4]1([C:26]2[CH:31]=[CH:30][CH:29]=[CH:28][CH:27]=2)[CH2:9][CH2:8][C:7](=[CH:10][C:11]([NH:13][CH2:14][CH2:15][CH2:16][C:17]2[C:25]3[C:20](=[CH:21][CH:22]=[CH:23][CH:24]=3)[NH:19][CH:18]=2)=[O:12])[CH2:6][CH2:5]1, predict the reaction product. The product is: [CH3:32][N:3]([CH3:2])[C:4]1([C:26]2[CH:31]=[CH:30][CH:29]=[CH:28][CH:27]=2)[CH2:9][CH2:8][CH:7]([CH2:10][C:11]([NH:13][CH2:14][CH2:15][CH2:16][C:17]2[C:25]3[C:20](=[CH:21][CH:22]=[CH:23][CH:24]=3)[NH:19][CH:18]=2)=[O:12])[CH2:6][CH2:5]1. (4) The product is: [Cl:25][C:5]1[C:6]([CH:8]([S:17][C:18]2[CH:23]=[CH:22][C:21]([Cl:24])=[CH:20][CH:19]=2)[C:9]2[CH:14]=[C:13]([F:15])[CH:12]=[CH:11][C:10]=2[F:16])=[CH:7][C:2]([NH:34][CH2:33][CH2:32][CH2:31][N:26]2[CH:30]=[CH:29][N:28]=[CH:27]2)=[N:3][CH:4]=1. Given the reactants Cl[C:2]1[CH:7]=[C:6]([CH:8]([S:17][C:18]2[CH:23]=[CH:22][C:21]([Cl:24])=[CH:20][CH:19]=2)[C:9]2[CH:14]=[C:13]([F:15])[CH:12]=[CH:11][C:10]=2[F:16])[C:5]([Cl:25])=[CH:4][N:3]=1.[N:26]1([CH2:31][CH2:32][CH2:33][NH2:34])[CH:30]=[CH:29][N:28]=[CH:27]1, predict the reaction product. (5) The product is: [F:27][C:23]1[CH:22]=[C:21]([C:19]2[C:18]3[CH:17]=[C:16]([O:28][CH3:29])[CH:15]=[CH:14][C:13]=3[C:12](=[O:30])[N:11]3[CH2:10][CH2:9][CH2:8][CH2:7][C:20]=23)[CH:26]=[CH:25][CH:24]=1. Given the reactants FC(F)(F)S(O[C:7]1[C:20]2[N:11]([C:12](=[O:30])[C:13]3[CH:14]=[CH:15][C:16]([O:28][CH3:29])=[CH:17][C:18]=3[C:19]=2[C:21]2[CH:26]=[CH:25][CH:24]=[C:23]([F:27])[CH:22]=2)[CH2:10][CH2:9][CH:8]=1)(=O)=O, predict the reaction product.